Task: Predict the reactants needed to synthesize the given product.. Dataset: Full USPTO retrosynthesis dataset with 1.9M reactions from patents (1976-2016) (1) Given the product [CH:1]1([CH2:4][O:5][C:6]2[CH:7]=[CH:8][C:9]([NH2:12])=[CH:10][CH:11]=2)[CH2:2][CH2:3]1, predict the reactants needed to synthesize it. The reactants are: [CH:1]1([CH2:4][O:5][C:6]2[CH:11]=[CH:10][C:9]([N+:12]([O-])=O)=[CH:8][CH:7]=2)[CH2:3][CH2:2]1.O.O.[Sn](Cl)Cl. (2) Given the product [NH2:1][C:4]1[CH:5]=[C:6]2[C:10](=[CH:11][CH:12]=1)[N:9]([CH2:13][C:14]1[CH:15]=[CH:16][C:17]([C:18]([NH:20][C@H:21]([C:29]([O:31][CH2:32][CH3:33])=[O:30])[CH2:22][C:23]3[CH:28]=[CH:27][CH:26]=[CH:25][CH:24]=3)=[O:19])=[CH:34][CH:35]=1)[CH:8]=[CH:7]2, predict the reactants needed to synthesize it. The reactants are: [N+:1]([C:4]1[CH:5]=[C:6]2[C:10](=[CH:11][CH:12]=1)[N:9]([CH2:13][C:14]1[CH:35]=[CH:34][C:17]([C:18]([NH:20][C@H:21]([C:29]([O:31][CH2:32][CH3:33])=[O:30])[CH2:22][C:23]3[CH:28]=[CH:27][CH:26]=[CH:25][CH:24]=3)=[O:19])=[CH:16][CH:15]=1)[CH:8]=[CH:7]2)([O-])=O.NN. (3) Given the product [CH2:24]([O:26][C:27]([C:29]1[O:33][N:32]=[C:31]([C:34]2[CH:35]=[CH:36][C:37]([NH:40][C:41]([NH:43][C:44]3[CH:49]=[CH:48][CH:47]=[CH:46][CH:45]=3)=[O:42])=[CH:38][CH:39]=2)[C:30]=1[C:11]1[CH:16]=[CH:15][CH:14]=[CH:13][CH:12]=1)=[O:28])[CH3:25], predict the reactants needed to synthesize it. The reactants are: C(OC(C1C([C:11]2[CH:16]=[CH:15][C:14](N)=[CH:13][CH:12]=2)=NOC=1[C:11]1[CH:16]=[CH:15][CH:14]=[CH:13][CH:12]=1)=O)C.[CH2:24]([O:26][C:27]([C:29]1[O:33][N:32]=[C:31]([C:34]2[CH:39]=[CH:38][C:37]([NH:40][C:41]([NH:43][C:44]3[CH:49]=[CH:48][CH:47]=[CH:46][CH:45]=3)=[O:42])=[CH:36][CH:35]=2)[CH:30]=1)=[O:28])[CH3:25].[K+].[Br-]. (4) Given the product [CH3:1][CH:3]1[CH2:9][CH:8]([NH:10][S:11]([C:13]([CH3:16])([CH3:14])[CH3:15])=[O:12])[CH2:7][CH2:6][CH:5]([C:17]2[N:18]([CH3:25])[N:19]=[CH:20][C:21]=2[N+:22]([O-:24])=[O:23])[O:4]1, predict the reactants needed to synthesize it. The reactants are: [CH2:1]([CH:3]1[CH2:9][CH:8]([NH:10][S:11]([C:13]([CH3:16])([CH3:15])[CH3:14])=[O:12])[CH2:7][CH2:6][CH:5]([C:17]2[N:18]([CH3:25])[N:19]=[CH:20][C:21]=2[N+:22]([O-:24])=[O:23])[O:4]1)C.CC1CC(=O)CCC(C2N(C)N=CC=2[N+]([O-])=O)O1. (5) Given the product [CH:18]([C:14]1[CH:15]=[CH:16][CH:17]=[C:11]([CH:8]([CH3:10])[CH3:9])[C:12]=1[NH:13][C:6]([NH:5][S:2]([Cl:1])(=[O:4])=[O:3])=[O:7])([CH3:20])[CH3:19], predict the reactants needed to synthesize it. The reactants are: [Cl:1][S:2]([N:5]=[C:6]=[O:7])(=[O:4])=[O:3].[CH:8]([C:11]1[CH:17]=[CH:16][CH:15]=[C:14]([CH:18]([CH3:20])[CH3:19])[C:12]=1[NH2:13])([CH3:10])[CH3:9]. (6) Given the product [C:10]([NH:13][C:2]1[CH:7]=[C:6]([Cl:8])[N:5]=[CH:4][N:3]=1)([CH3:12])([CH3:11])[CH3:9], predict the reactants needed to synthesize it. The reactants are: Cl[C:2]1[CH:7]=[C:6]([Cl:8])[N:5]=[CH:4][N:3]=1.[CH3:9][C:10]([NH2:13])([CH3:12])[CH3:11].CCN(C(C)C)C(C)C.